From a dataset of Full USPTO retrosynthesis dataset with 1.9M reactions from patents (1976-2016). Predict the reactants needed to synthesize the given product. (1) Given the product [CH3:19][N:20]1[CH2:25][CH2:24][N:23]([C:8]2[N:7]3[N:14]=[N:15][CH:16]=[C:6]3[C:5]3[CH:4]=[C:3]([C:2]([F:18])([F:17])[F:1])[CH:12]=[CH:11][C:10]=3[N:9]=2)[CH2:22][CH2:21]1, predict the reactants needed to synthesize it. The reactants are: [F:1][C:2]([F:18])([F:17])[C:3]1[CH:12]=[CH:11][C:10]2[NH:9][C:8](=S)[N:7]3[N:14]=[N:15][CH:16]=[C:6]3[C:5]=2[CH:4]=1.[CH3:19][N:20]1[CH2:25][CH2:24][NH:23][CH2:22][CH2:21]1.O1CCOCC1.OO. (2) The reactants are: [CH2:1]([C:3]1[C:8]([N+:9]([O-])=O)=[CH:7][CH:6]=[C:5]([CH3:12])[C:4]=1[NH:13][C:14](=[O:20])[CH2:15][C:16]([CH3:19])([CH3:18])[CH3:17])[CH3:2]. Given the product [NH2:9][C:8]1[C:3]([CH2:1][CH3:2])=[C:4]([NH:13][C:14](=[O:20])[CH2:15][C:16]([CH3:17])([CH3:19])[CH3:18])[C:5]([CH3:12])=[CH:6][CH:7]=1, predict the reactants needed to synthesize it. (3) Given the product [CH:1]1([CH2:7][O:8][C:9]2[CH:10]=[C:11]([CH:15]=[CH:16][CH:17]=2)[C:12]([N:43]([CH:36]2[CH:37]3[CH2:38][CH:39]4[CH2:40][C:33]([OH:32])([CH2:34][CH:35]2[CH2:41]4)[CH2:42]3)[CH3:44])=[O:14])[CH2:2][CH2:3][CH2:4][CH2:5][CH2:6]1, predict the reactants needed to synthesize it. The reactants are: [CH:1]1([CH2:7][O:8][C:9]2[CH:10]=[C:11]([CH:15]=[CH:16][CH:17]=2)[C:12]([OH:14])=O)[CH2:6][CH2:5][CH2:4][CH2:3][CH2:2]1.C1C=CC2N(O)N=NC=2C=1.C(Cl)CCl.[OH:32][C:33]12[CH2:42][CH:37]3[CH2:38][CH:39]([CH2:41][CH:35]([CH:36]3[NH:43][CH3:44])[CH2:34]1)[CH2:40]2.CCN(C(C)C)C(C)C. (4) Given the product [Cl:12][C:4]1[CH:3]=[C:2](/[C:20](/[CH2:21][OH:22])=[CH:19]\[CH:13]2[CH2:18][CH2:17][CH2:16][CH2:15][CH2:14]2)[CH:7]=[CH:6][C:5]=1[S:8]([NH2:11])(=[O:10])=[O:9], predict the reactants needed to synthesize it. The reactants are: Br[C:2]1[CH:7]=[CH:6][C:5]([S:8]([NH2:11])(=[O:10])=[O:9])=[C:4]([Cl:12])[CH:3]=1.[CH:13]1(/[CH:19]=[C:20](\B2OC(C)(C)C(C)(C)O2)/[CH2:21][OH:22])[CH2:18][CH2:17][CH2:16][CH2:15][CH2:14]1.C(=O)([O-])[O-].[Na+].[Na+].